From a dataset of Catalyst prediction with 721,799 reactions and 888 catalyst types from USPTO. Predict which catalyst facilitates the given reaction. (1) Reactant: [Cl:1][C:2]1[CH:11]=[CH:10][CH:9]=[C:8]([CH2:12][Br:13])[C:3]=1[C:4]([O:6][CH3:7])=[O:5].[C:14]1([P:20]([C:27]2[CH:32]=[CH:31][CH:30]=[CH:29][CH:28]=2)[C:21]2[CH:26]=[CH:25][CH:24]=[CH:23][CH:22]=2)[CH:19]=[CH:18][CH:17]=[CH:16][CH:15]=1. Product: [Br-:13].[Cl:1][C:2]1[C:3]([C:4]([O:6][CH3:7])=[O:5])=[C:8]([CH:9]=[CH:10][CH:11]=1)[CH2:12][P+:20]([C:21]1[CH:22]=[CH:23][CH:24]=[CH:25][CH:26]=1)([C:27]1[CH:32]=[CH:31][CH:30]=[CH:29][CH:28]=1)[C:14]1[CH:15]=[CH:16][CH:17]=[CH:18][CH:19]=1. The catalyst class is: 10. (2) The catalyst class is: 7. Reactant: [C:1]([C:4]1[CH:13]=[CH:12][C:7]([C:8]([O:10][CH3:11])=[O:9])=[CH:6][CH:5]=1)(=[O:3])[CH3:2].[F:14][C:15]([Si](C)(C)C)([F:20])[C:16]([F:19])([F:18])[F:17].[F-].C([N+](CCCC)(CCCC)CCCC)CCC.Cl. Product: [F:14][C:15]([F:20])([C:16]([F:19])([F:18])[F:17])[C:1]([C:4]1[CH:13]=[CH:12][C:7]([C:8]([O:10][CH3:11])=[O:9])=[CH:6][CH:5]=1)([OH:3])[CH3:2]. (3) Reactant: C(=O)([O-])[O-].[Cs+].[Cs+].[CH2:7]([O:14][C:15]([N:17]1[CH:22]([C:23]([OH:25])=[O:24])[CH:21]([C:26]2[CH:31]=[CH:30][C:29]([F:32])=[CH:28][CH:27]=2)[CH2:20][CH:19]([N:33]2[CH2:38][CH2:37][CH:36]([NH:39][C:40]([O:42][C:43]([CH3:46])([CH3:45])[CH3:44])=[O:41])[CH2:35][CH2:34]2)[CH2:18]1)=[O:16])[C:8]1[CH:13]=[CH:12][CH:11]=[CH:10][CH:9]=1.Cl[CH2:48][C:49]([C:51]1[CH:56]=[CH:55][C:54]([NH:57][C:58](=[O:61])[O:59][CH3:60])=[CH:53][CH:52]=1)=[O:50]. Product: [C:43]([O:42][C:40]([NH:39][CH:36]1[CH2:37][CH2:38][N:33]([CH:19]2[CH2:20][CH:21]([C:26]3[CH:31]=[CH:30][C:29]([F:32])=[CH:28][CH:27]=3)[CH:22]([C:23]([O:25][CH2:48][C:49]([C:51]3[CH:52]=[CH:53][C:54]([NH:57][C:58]([O:59][CH3:60])=[O:61])=[CH:55][CH:56]=3)=[O:50])=[O:24])[N:17]([C:15]([O:14][CH2:7][C:8]3[CH:13]=[CH:12][CH:11]=[CH:10][CH:9]=3)=[O:16])[CH2:18]2)[CH2:34][CH2:35]1)=[O:41])([CH3:46])([CH3:45])[CH3:44]. The catalyst class is: 39.